Dataset: Full USPTO retrosynthesis dataset with 1.9M reactions from patents (1976-2016). Task: Predict the reactants needed to synthesize the given product. (1) Given the product [CH3:1][C:2]1[C:7]([CH2:8][OH:9])=[C:6]([CH3:13])[CH:5]=[CH:4][N:3]=1, predict the reactants needed to synthesize it. The reactants are: [CH3:1][C:2]1[C:7]([C:8](OCC)=[O:9])=[C:6]([CH3:13])[CH:5]=[CH:4][N:3]=1.[H-].C([Al+]CC(C)C)C(C)C.[C@H](O)(C([O-])=O)[C@@H](O)C([O-])=O.[Na+].[K+]. (2) The reactants are: Cl[C:2]1[N:7]=[C:6]([C:8]2[S:12][C:11]([C:13]([CH3:16])([CH3:15])[CH3:14])=[N:10][C:9]=2[C:17]2[C:18]([F:35])=[C:19]([NH:23][S:24]([C:27]3[C:32]([F:33])=[CH:31][CH:30]=[CH:29][C:28]=3[F:34])(=[O:26])=[O:25])[CH:20]=[CH:21][CH:22]=2)[CH:5]=[CH:4][N:3]=1.[NH2:36][CH2:37][CH2:38][OH:39]. Given the product [CH3:14][C:13]([C:11]1[S:12][C:8]([C:6]2[CH:5]=[CH:4][N:3]=[C:2]([NH:36][CH2:37][CH2:38][OH:39])[N:7]=2)=[C:9]([C:17]2[C:18]([F:35])=[C:19]([NH:23][S:24]([C:27]3[C:32]([F:33])=[CH:31][CH:30]=[CH:29][C:28]=3[F:34])(=[O:26])=[O:25])[CH:20]=[CH:21][CH:22]=2)[N:10]=1)([CH3:16])[CH3:15], predict the reactants needed to synthesize it. (3) Given the product [Cl:7][C:8]1[CH:13]=[CH:12][C:11]([N:14]([C:1]#[N:2])[C:15]([NH:16][C:17]2[CH:22]=[CH:21][CH:20]=[C:19]([F:23])[C:18]=2[Cl:24])=[NH:39])=[C:10]([OH:25])[C:9]=1[S:33]([N:36]([CH3:37])[CH3:38])(=[O:35])=[O:34], predict the reactants needed to synthesize it. The reactants are: [C:1](NC(N)=N)#[N:2].[Cl:7][C:8]1[CH:13]=[CH:12][C:11]([N:14]=[C:15]=[N:16][C:17]2[CH:22]=[CH:21][CH:20]=[C:19]([F:23])[C:18]=2[Cl:24])=[C:10]([O:25][Si](C(C)(C)C)(C)C)[C:9]=1[S:33]([N:36]([CH3:38])[CH3:37])(=[O:35])=[O:34].[N:39]#CN.C(N(CC)C(C)C)(C)C.[F-].[Cs+]. (4) Given the product [F:14][C:15]1[CH:20]=[CH:19][C:18]([C:21]2[CH:29]=[CH:28][C:24]([C:25]([NH:3][C:4]3[CH:5]=[CH:6][C:7]4[S:11][C:10]([CH3:12])=[N:9][C:8]=4[CH:13]=3)=[O:26])=[C:23]([CH3:30])[N:22]=2)=[CH:17][CH:16]=1, predict the reactants needed to synthesize it. The reactants are: Cl.Cl.[NH2:3][C:4]1[CH:5]=[CH:6][C:7]2[S:11][C:10]([CH3:12])=[N:9][C:8]=2[CH:13]=1.[F:14][C:15]1[CH:20]=[CH:19][C:18]([C:21]2[CH:29]=[CH:28][C:24]([C:25](O)=[O:26])=[C:23]([CH3:30])[N:22]=2)=[CH:17][CH:16]=1. (5) Given the product [N:23]1([C:19](=[O:21])[CH2:18][CH2:17][CH2:16][CH2:15][NH:14][C:12]([C:10]2[O:9][N:8]=[C:7]([C:1]3[CH:2]=[CH:3][CH:4]=[CH:5][CH:6]=3)[CH:11]=2)=[O:13])[CH2:26][CH2:25][CH2:24]1, predict the reactants needed to synthesize it. The reactants are: [C:1]1([C:7]2[CH:11]=[C:10]([C:12]([NH:14][CH2:15][CH2:16][CH2:17][CH2:18][C:19]([OH:21])=O)=[O:13])[O:9][N:8]=2)[CH:6]=[CH:5][CH:4]=[CH:3][CH:2]=1.Cl.[NH:23]1[CH2:26][CH2:25][CH2:24]1.CCN(C(C)C)C(C)C.